Dataset: Experimentally validated miRNA-target interactions with 360,000+ pairs, plus equal number of negative samples. Task: Binary Classification. Given a miRNA mature sequence and a target amino acid sequence, predict their likelihood of interaction. (1) The miRNA is hsa-miR-215-5p with sequence AUGACCUAUGAAUUGACAGAC. The protein sequence of the target gene is MENWPTPSELVNTGFQSVLSQGNKKPQNRKEKEEKVEKRSNSDSKENRETKLNGPGENVSEDEAQSSNQRKRANKHKWVPLHLDVVRSESQERPGSRNSSRCQPEANKPTHNNRRNDTRSWKRDREKRDDQDDVSSVRSEGGNIRGSFRGRGRGRGRGRGRGRGNPRLNFDYSYGYQEHGERTDQPFQTELNTSMMYYYDDGTGVQVYPVEEALLKEYIKRQIEYYFSVENLERDFFLRGKMDEQGFLPISLIAGFQRVQALTTNLNLILEALKDSTEVEIVDEKMRKKIEPEKWPIPGP.... Result: 1 (interaction). (2) The miRNA is dme-miR-278-3p with sequence UCGGUGGGACUUUCGUCCGUUU. The protein sequence of the target gene is MLLAPQGRSFSKKRMGLNRWKRFTRKPSPKPTFGPDSVEHWIKRVEKASEFAVSNAFFTRNSDLPRSPWGQITDLKTSEQIEDHDEIYAEAQELVNDWLDTKLKQELASEEEGDAKNTVSSVTIMPEANGHLKYDKFDDLCGYLEEEEESTTVQKFIDHLLHKNVVDSAMMEDLGRKENQDKKQQKDPRLTMEMRHKQVKENRLRREKELEYQRIEKTLKKSAFLEAQCLVQEEKKRKALEAKKEEEEIQREMVKLRREIIERRRTVKAAWKIEKKRQEENSQNSSEKVMFQSTHILPDE.... Result: 0 (no interaction). (3) Result: 1 (interaction). The miRNA is hsa-miR-548ah-3p with sequence CAAAAACUGCAGUUACUUUUGC. The protein sequence of the target gene is MPKNKGKGGKNRRRGKNENESEKRELVFKEDGQEYAQVIKMLGNGRLEAMCFDGVKRLCHIRGKLRKKVWINTSDIILVGLRDYQDNKADVILKYNADEARSLKAYGELPEHAKINETDTFGPGDDDEIQFDDIGDDDEDIDDI. (4) The miRNA is mmu-miR-6920-5p with sequence ACACAAUGGAAAGACUGCUUGU. The protein sequence of the target gene is MESISMMGSPKSLETFLPNGINGIKDARQVTVGVIGSGDFAKSLTIRLIRCGYHVVIGSRNPKFASEFFPHVVDVTHHEDALTKTNIIFVAIHREHYTSLWDLRHLLVGKILIDVSNNMRVNQYPESNAEYLASLFPDSLIVKGFNVISAWALQLGPKDASRQVYICSNNIQARQQVIELARQLNFIPVDLGSLSSAKEIENLPLRLFTLWRGPVVVAISLATFFFLYSFVRDVIHPYARNQQSDFYKIPIEIVNKTLPIVAITLLSLVYLAGLLAAAYQLYYGTKYRRFPPWLDTWLQC.... Result: 0 (no interaction). (5) The miRNA is mmu-miR-15a-5p with sequence UAGCAGCACAUAAUGGUUUGUG. The protein sequence of the target gene is MLELLVASLSLALAFFALLDGWYLVRVPCAVLRARLLQPRVRDLLAEQRYAGRVLPSDLDLLLHMNNARYLREADVARAAHLTRCGVLGALRDLNAHTVLAASCARYRRSLRLFEPFEVHTRLQGWDDRAFYLEARFVSLRDGFVCALLRFRQHVLGTSPDRVVQHLCKRRVEPPELPEDLKHWISYNETSSQLLRAESGLSDRKDQ. Result: 1 (interaction). (6) The miRNA is mmu-miR-218-5p with sequence UUGUGCUUGAUCUAACCAUGU. The protein sequence of the target gene is MAQVSINSDYSEWASSTDAGERARLLQSPCVDVVPKSEGEASPGDPDSGTTSTLGAVFIVVNACLGAGLLNFPAAFSTAGGVAAGIALQMGMLVFIISGLVILAYCSQASNERTYQEVVWAVCGKLTGVLCEVAIAVYTFGTCIAFLIIIGDQQDKIIAVMSKEPDGASGSPWYTDRKFTISLTAFLFILPLSIPKEIGFQKYASFLSVVGTWYVTAIIIIKYIWPDKEMRPGDILTRPASWMAVFNAMPTICFGFQCHVSSVPVFNSMRQPEVKTWGGVVTAAMVIALAVYMGTGICGF.... Result: 0 (no interaction). (7) The miRNA is hsa-miR-99b-5p with sequence CACCCGUAGAACCGACCUUGCG. The protein sequence of the target gene is MRLISIAPGPRWQVQSHHPRSAGQNCTFQLHGPNGTVESPGFPYGYPNYANCTWTITAEEQHRIQLVFQSFALEEDFDVLSVFDGPPQPENLRTRLTGFQLPATIVSAATTLSLRLISDYAVSAQGFHATYEVLPSHTCGNPGRLPNGIQQGSTFNLGDKVRYSCNLGFFLEGHAVLTCHAGSENSATWDFPLPSCRADDACGGTLRGQSGIISSPHFPSEYHNNADCTWTILAELGDTIALVFIDFQLEDGYDFLEVTGTEGSSLWFTGASLPAPVISSKNWLRLHFTSDGNHRQRGFS.... Result: 0 (no interaction). (8) The miRNA is mmu-miR-322-5p with sequence CAGCAGCAAUUCAUGUUUUGGA. The protein sequence of the target gene is MADEEMDGAERMDVSPEPPLAPQRPASWWDQQVDFYTAFLHHLAQLVPEIYFAEMDPDLEKQEESVQMSILTPLEWYLFGEDPDICLEKLKHSGAFQLCGKVFKSGETTYSCRDCAIDPTCVLCMDCFQSSVHKNHRYKMHTSTGGGFCDCGDTEAWKTGPFCVDHEPGRAGTTKESLHCPLNEEVIAQARRIFPSVIKYIVEMTIWEEEKELPPELQIREKNERYYCVLFNDEHHSYDHVIYSLQRALDCELAEAQLHTTAIDKEGRRAVKAGVYATCQEAKEDIKSHSENVSQHPLHV.... Result: 0 (no interaction). (9) Result: 0 (no interaction). The protein sequence of the target gene is MTRLPKLAVFDLDYTLWPFWVDTHVDPPFHKSSDGTVRDRRGQNIQLYPEVPEVLGRLQSLGVPVAAASRTSEIQGANQLLELFDLGKYFIQREIYPGSKVTHFERLHHKTGVPFSQMVFFDDENRNIIDVGRLGVTCIHIRDGMSLQTLTQGLETFAKAQAGL. The miRNA is mmu-miR-30a-3p with sequence CUUUCAGUCGGAUGUUUGCAGC.